Dataset: Forward reaction prediction with 1.9M reactions from USPTO patents (1976-2016). Task: Predict the product of the given reaction. (1) Given the reactants [Cl:1][C:2]1[C:10]([C:11]#[N:12])=[CH:9][CH:8]=[C:7]2[C:3]=1[CH:4]=[C:5]([CH2:18][CH2:19][CH3:20])[N:6]2[CH2:13][C:14](=[NH:17])[NH:15][OH:16].[Cl:21][C:22]1[CH:27]=[C:26]([C:28](Cl)=O)[CH:25]=[C:24]([Cl:31])[N:23]=1, predict the reaction product. The product is: [Cl:1][C:2]1[C:10]([C:11]#[N:12])=[CH:9][CH:8]=[C:7]2[C:3]=1[CH:4]=[C:5]([CH2:18][CH2:19][CH3:20])[N:6]2[CH2:13][C:14]1[N:17]=[C:28]([C:26]2[CH:25]=[C:24]([Cl:31])[N:23]=[C:22]([Cl:21])[CH:27]=2)[O:16][N:15]=1. (2) Given the reactants C([O:5][C:6]([C:8]1[CH:34]=[CH:33][C:11]([CH2:12][N:13]2[C:17]([CH3:18])=[C:16]([C:19]3[CH:24]=[CH:23][C:22]([C:25]#[N:26])=[C:21]([Cl:27])[CH:20]=3)[C:15]([C:28]([O:30][CH2:31][CH3:32])=[O:29])=[N:14]2)=[CH:10][CH:9]=1)=[O:7])(C)(C)C.C(O)(C(F)(F)F)=O, predict the reaction product. The product is: [Cl:27][C:21]1[CH:20]=[C:19]([C:16]2[C:15]([C:28]([O:30][CH2:31][CH3:32])=[O:29])=[N:14][N:13]([CH2:12][C:11]3[CH:33]=[CH:34][C:8]([C:6]([OH:7])=[O:5])=[CH:9][CH:10]=3)[C:17]=2[CH3:18])[CH:24]=[CH:23][C:22]=1[C:25]#[N:26]. (3) Given the reactants C([N:4]1[C:8]2[CH:9]=[CH:10][CH:11]=[CH:12][C:7]=2[N:6]([CH2:13][C:14]2[C:15]3[C:22]([CH3:23])=[CH:21][CH:20]=[CH:19][C:16]=3[S:17][CH:18]=2)[C:5]1=[O:24])(C)=C.O1CCOCC1.O.Cl, predict the reaction product. The product is: [CH3:23][C:22]1[C:15]2[C:14]([CH2:13][N:6]3[C:7]4[CH:12]=[CH:11][CH:10]=[CH:9][C:8]=4[NH:4][C:5]3=[O:24])=[CH:18][S:17][C:16]=2[CH:19]=[CH:20][CH:21]=1. (4) Given the reactants [C:1]1([C@@H:7]([O:9][C:10](=[O:25])[NH:11][C:12]2[C:13]([CH3:24])=[N:14][O:15][C:16]=2[C:17]2[CH:22]=[CH:21][C:20](Br)=[CH:19][CH:18]=2)[CH3:8])[CH:6]=[CH:5][CH:4]=[CH:3][CH:2]=1.[CH2:26]([O:28][C:29](=[O:46])[CH2:30][C:31]1[CH:36]=[CH:35][C:34](B2OC(C)(C)C(C)(C)O2)=[CH:33][CH:32]=1)[CH3:27], predict the reaction product. The product is: [CH2:26]([O:28][C:29](=[O:46])[CH2:30][C:31]1[CH:36]=[CH:35][C:34]([C:20]2[CH:21]=[CH:22][C:17]([C:16]3[O:15][N:14]=[C:13]([CH3:24])[C:12]=3[NH:11][C:10]([O:9][C@H:7]([C:1]3[CH:6]=[CH:5][CH:4]=[CH:3][CH:2]=3)[CH3:8])=[O:25])=[CH:18][CH:19]=2)=[CH:33][CH:32]=1)[CH3:27].